This data is from Forward reaction prediction with 1.9M reactions from USPTO patents (1976-2016). The task is: Predict the product of the given reaction. (1) The product is: [Cl:17][C:2]1[C:3]2[S:10][CH:9]=[C:8]([C:11]([O:13][CH3:14])=[O:12])[C:4]=2[N:5]=[CH:6][N:7]=1. Given the reactants O[C:2]1[C:3]2[S:10][CH:9]=[C:8]([C:11]([O:13][CH3:14])=[O:12])[C:4]=2[N:5]=[CH:6][N:7]=1.P(Cl)(Cl)([Cl:17])=O, predict the reaction product. (2) Given the reactants Br[C:2]1[C:7]2=[N:8][C:9]([C:12]([NH2:14])=[O:13])=[CH:10][N:11]=[C:6]2[CH:5]=[N:4][CH:3]=1.[F:15][C:16]([F:27])([F:26])[C:17]1[CH:22]=[CH:21][C:20](B(O)O)=[CH:19][CH:18]=1.C(=O)([O-])[O-].[Cs+].[Cs+].O1CCOCC1, predict the reaction product. The product is: [F:15][C:16]([F:27])([F:26])[C:17]1[CH:22]=[CH:21][C:20]([C:2]2[C:7]3=[N:8][C:9]([C:12]([NH2:14])=[O:13])=[CH:10][N:11]=[C:6]3[CH:5]=[N:4][CH:3]=2)=[CH:19][CH:18]=1.